This data is from NCI-60 drug combinations with 297,098 pairs across 59 cell lines. The task is: Regression. Given two drug SMILES strings and cell line genomic features, predict the synergy score measuring deviation from expected non-interaction effect. (1) Drug 1: COC1=NC(=NC2=C1N=CN2C3C(C(C(O3)CO)O)O)N. Drug 2: CC1CCC2CC(C(=CC=CC=CC(CC(C(=O)C(C(C(=CC(C(=O)CC(OC(=O)C3CCCCN3C(=O)C(=O)C1(O2)O)C(C)CC4CCC(C(C4)OC)O)C)C)O)OC)C)C)C)OC. Cell line: OVCAR3. Synergy scores: CSS=-9.35, Synergy_ZIP=5.19, Synergy_Bliss=4.41, Synergy_Loewe=-8.33, Synergy_HSA=-7.08. (2) Drug 1: CC12CCC(CC1=CCC3C2CCC4(C3CC=C4C5=CN=CC=C5)C)O. Drug 2: C1=CN(C=N1)CC(O)(P(=O)(O)O)P(=O)(O)O. Cell line: OVCAR-4. Synergy scores: CSS=19.2, Synergy_ZIP=-2.41, Synergy_Bliss=1.94, Synergy_Loewe=0.925, Synergy_HSA=3.87. (3) Cell line: CAKI-1. Drug 1: CCCS(=O)(=O)NC1=C(C(=C(C=C1)F)C(=O)C2=CNC3=C2C=C(C=N3)C4=CC=C(C=C4)Cl)F. Synergy scores: CSS=33.6, Synergy_ZIP=4.28, Synergy_Bliss=8.30, Synergy_Loewe=9.26, Synergy_HSA=10.2. Drug 2: CC1CCCC2(C(O2)CC(NC(=O)CC(C(C(=O)C(C1O)C)(C)C)O)C(=CC3=CSC(=N3)C)C)C. (4) Drug 1: CCCCC(=O)OCC(=O)C1(CC(C2=C(C1)C(=C3C(=C2O)C(=O)C4=C(C3=O)C=CC=C4OC)O)OC5CC(C(C(O5)C)O)NC(=O)C(F)(F)F)O. Drug 2: CC1CCC2CC(C(=CC=CC=CC(CC(C(=O)C(C(C(=CC(C(=O)CC(OC(=O)C3CCCCN3C(=O)C(=O)C1(O2)O)C(C)CC4CCC(C(C4)OC)O)C)C)O)OC)C)C)C)OC. Cell line: DU-145. Synergy scores: CSS=49.4, Synergy_ZIP=5.30, Synergy_Bliss=4.99, Synergy_Loewe=8.08, Synergy_HSA=8.12.